Dataset: Forward reaction prediction with 1.9M reactions from USPTO patents (1976-2016). Task: Predict the product of the given reaction. (1) Given the reactants Br[C:2]1[CH:20]=[CH:19][C:5]2[N:6]=[C:7]([C@H:9]3[CH2:12][C@H:11]([N:13]4[CH2:17][CH2:16][CH2:15][C@H:14]4[CH3:18])[CH2:10]3)[S:8][C:4]=2[CH:3]=1.[CH3:21][O:22][C:23]1[N:28]=[CH:27][C:26](B(O)O)=[CH:25][CH:24]=1.N1C=C(B(O)O)C=NC=1, predict the reaction product. The product is: [CH3:21][O:22][C:23]1[N:28]=[CH:27][C:26]([C:2]2[CH:20]=[CH:19][C:5]3[N:6]=[C:7]([C@H:9]4[CH2:12][C@H:11]([N:13]5[CH2:17][CH2:16][CH2:15][CH2:14][CH2:18]5)[CH2:10]4)[S:8][C:4]=3[CH:3]=2)=[CH:25][CH:24]=1. (2) Given the reactants [I:1][C:2]1[C:10]2[C:5](=[CH:6][CH:7]=[C:8]([CH:11]=[O:12])[CH:9]=2)[NH:4][N:3]=1.[Cl:13][C:14]1[CH:21]=[CH:20][C:17]([CH2:18]Br)=[C:16]([C:22]([F:25])([F:24])[F:23])[CH:15]=1, predict the reaction product. The product is: [Cl:13][C:14]1[CH:21]=[CH:20][C:17]([CH2:18][N:4]2[C:5]3[C:10](=[CH:9][C:8]([CH:11]=[O:12])=[CH:7][CH:6]=3)[C:2]([I:1])=[N:3]2)=[C:16]([C:22]([F:23])([F:24])[F:25])[CH:15]=1.